This data is from Reaction yield outcomes from USPTO patents with 853,638 reactions. The task is: Predict the reaction yield, written as a fraction of the theoretical maximum amount of product (1.0 means a 100% yield; for example, 0.34 means a 34% yield). (1) The yield is 0.310. No catalyst specified. The reactants are I[C:2]1[CH:3]=[C:4]([N:8]2[C:16]3[C:11](=[CH:12][CH:13]=[CH:14][CH:15]=3)[C:10]([C:17]([NH2:19])=[O:18])=[N:9]2)[CH:5]=[CH:6][CH:7]=1.[N:20]1[CH:25]=[CH:24][CH:23]=[C:22]([C@:26]([OH:30])([C:28]#[CH:29])[CH3:27])[N:21]=1. The product is [OH:30][C@:26]([C:22]1[N:21]=[N:20][CH:25]=[CH:24][CH:23]=1)([CH3:27])[C:28]#[C:29][C:2]1[CH:3]=[C:4]([N:8]2[C:16]3[C:11](=[CH:12][CH:13]=[CH:14][CH:15]=3)[C:10]([C:17]([NH2:19])=[O:18])=[N:9]2)[CH:5]=[CH:6][CH:7]=1. (2) The reactants are [Br:1][C:2]1[CH:3]=[CH:4][C:5]2[C:11]3[S:12][C:13]([C:15](=[N:24][NH2:25])[NH:16][C:17]4[CH:22]=[CH:21][CH:20]=[CH:19][C:18]=4[Cl:23])=[CH:14][C:10]=3[CH2:9][CH2:8][O:7][C:6]=2[CH:26]=1.[N:27]#[C:28]Br. The catalyst is CO. The product is [Br:1][C:2]1[CH:3]=[CH:4][C:5]2[C:11]3[S:12][C:13]([C:15]4[N:16]([C:17]5[CH:22]=[CH:21][CH:20]=[CH:19][C:18]=5[Cl:23])[C:28]([NH2:27])=[N:25][N:24]=4)=[CH:14][C:10]=3[CH2:9][CH2:8][O:7][C:6]=2[CH:26]=1. The yield is 0.210. (3) The reactants are [OH:1][C:2]1[C:7]2[N:8]=[CH:9][O:10][C:6]=2[CH:5]=[CH:4][CH:3]=1.[C:11]([O-])([O-])=O.[K+].[K+].IC. The catalyst is CC(C)=O. The product is [CH3:11][O:1][C:2]1[C:7]2[N:8]=[CH:9][O:10][C:6]=2[CH:5]=[CH:4][CH:3]=1. The yield is 0.910. (4) The reactants are [H-].[Na+].[CH3:3][N:4]([CH2:6][C:7]1[CH:12]=[CH:11][C:10]([OH:13])=[C:9]([CH3:14])[CH:8]=1)[CH3:5].CS(O[CH:20]1[CH2:23][N:22]([C:24]([O:26][C:27]([CH3:30])([CH3:29])[CH3:28])=[O:25])[CH2:21]1)(=O)=O.O. The catalyst is CN(C=O)C. The product is [CH:24]([OH:26])=[O:25].[CH3:5][N:4]([CH2:6][C:7]1[CH:12]=[CH:11][C:10]([O:13][CH:20]2[CH2:21][N:22]([C:24]([O:26][C:27]([CH3:30])([CH3:29])[CH3:28])=[O:25])[CH2:23]2)=[C:9]([CH3:14])[CH:8]=1)[CH3:3]. The yield is 0.910. (5) The reactants are Br[C:2]1[CH:11]=[CH:10][CH:9]=[C:8]2[C:3]=1[CH:4]=[CH:5][N:6]=[CH:7]2.C([Li])CCC.[C:17](OCC)(=[O:23])[C:18]([O:20][CH2:21][CH3:22])=[O:19].[NH4+].[Cl-]. The catalyst is C1COCC1.ClCCl. The product is [CH:7]1[C:8]2[C:3](=[C:2]([C:17](=[O:23])[C:18]([O:20][CH2:21][CH3:22])=[O:19])[CH:11]=[CH:10][CH:9]=2)[CH:4]=[CH:5][N:6]=1. The yield is 0.350.